Dataset: Peptide-MHC class I binding affinity with 185,985 pairs from IEDB/IMGT. Task: Regression. Given a peptide amino acid sequence and an MHC pseudo amino acid sequence, predict their binding affinity value. This is MHC class I binding data. (1) The peptide sequence is FSNFSTSHI. The MHC is HLA-B15:03 with pseudo-sequence HLA-B15:03. The binding affinity (normalized) is 0.424. (2) The peptide sequence is GGNYVHLPL. The MHC is Mamu-B1001 with pseudo-sequence Mamu-B1001. The binding affinity (normalized) is 0.356. (3) The MHC is HLA-A11:01 with pseudo-sequence HLA-A11:01. The peptide sequence is VSILASSLLK. The binding affinity (normalized) is 0.698. (4) The peptide sequence is YQTYVSPGA. The MHC is HLA-B51:01 with pseudo-sequence HLA-B51:01. The binding affinity (normalized) is 0.0847. (5) The peptide sequence is RLDKPLWLH. The MHC is HLA-B18:01 with pseudo-sequence HLA-B18:01. The binding affinity (normalized) is 0.0847. (6) The peptide sequence is YRHDGGNVL. The MHC is Mamu-B52 with pseudo-sequence Mamu-B52. The binding affinity (normalized) is 0.398. (7) The peptide sequence is ALAAGIVGV. The MHC is HLA-A02:01 with pseudo-sequence HLA-A02:01. The binding affinity (normalized) is 0.0847. (8) The binding affinity (normalized) is 0.323. The peptide sequence is YPLGQGSF. The MHC is HLA-B35:01 with pseudo-sequence HLA-B35:01.